Dataset: Full USPTO retrosynthesis dataset with 1.9M reactions from patents (1976-2016). Task: Predict the reactants needed to synthesize the given product. (1) Given the product [NH2:1][C:2]1[O:3][CH2:4][C@:5]2([C:19]3[C:14](=[N:15][CH:16]=[C:17]([C:20]#[C:21][C:22]([O:25][CH3:29])([CH3:23])[CH3:24])[CH:18]=3)[O:13][C:12]3[C:7]2=[CH:8][C:9]([OH:26])=[CH:10][CH:11]=3)[N:6]=1, predict the reactants needed to synthesize it. The reactants are: [NH2:1][C:2]1[O:3][CH2:4][C@:5]2([C:19]3[C:14](=[N:15][CH:16]=[C:17]([C:20]#[C:21][C:22]([OH:25])([CH3:24])[CH3:23])[CH:18]=3)[O:13][C:12]3[C:7]2=[CH:8][C:9]([OH:26])=[CH:10][CH:11]=3)[N:6]=1.CO.[CH3:29]S(O)(=O)=O. (2) Given the product [C:14]1([C@@H:13]2[C@H:8]([C:7]([F:18])([F:17])[F:6])[CH2:9][CH2:10][N:11]([C:2](=[O:1])[CH2:3][C:4]#[N:5])[CH2:12]2)[N:34]2[C:29]3[CH:31]=[CH:32][NH:33][C:28]=3[N:27]=[CH:79][C:78]2=[CH:76][N:77]=1, predict the reactants needed to synthesize it. The reactants are: [O:1]=[CH:2][CH2:3][C:4]#[N:5].[F:6][C:7]([F:18])([F:17])[C:8]1[C:13]([C:14](O)=O)=[CH:12][N:11]=[CH:10][CH:9]=1.CN(C(O[N:27]1N=[N:34][C:29]2C=[CH:31][CH:32]=[N:33][C:28]1=2)=[N+](C)C)C.F[P-](F)(F)(F)(F)F.CCN(C(C)C)C(C)C.COC1C=CC(P2(SP(C3C=CC(OC)=CC=3)(=S)S2)=S)=CC=1.[OH-].[Na+].[C:76]([CH2:78][C:79](O)=O)#[N:77]. (3) Given the product [F:1][C:2]1[CH:7]=[CH:6][C:5]([CH2:8][C:9]([Cl:19])=[O:11])=[CH:4][CH:3]=1, predict the reactants needed to synthesize it. The reactants are: [F:1][C:2]1[CH:7]=[CH:6][C:5]([CH2:8][C:9]([OH:11])=O)=[CH:4][CH:3]=1.CN(C)C=O.S(Cl)([Cl:19])=O. (4) Given the product [Br:8][C:9]1[CH:10]=[CH:11][C:12]([C:15]([NH:18][CH2:19][CH2:20][C:21]([O:23][CH3:1])=[O:22])=[O:17])=[N:13][CH:14]=1, predict the reactants needed to synthesize it. The reactants are: [CH3:1]CN(CC)CC.[Br:8][C:9]1[CH:10]=[CH:11][C:12]([C:15]([OH:17])=O)=[N:13][CH:14]=1.[NH2:18][CH2:19][CH2:20][C:21]([OH:23])=[O:22].CCN=C=NCCCN(C)C. (5) Given the product [Cl:1][C:2]1[CH:7]=[C:6]2[NH:8][C:9](=[O:31])[C:10]3([CH:15]([C:16]4[CH:21]=[CH:20][CH:19]=[C:18]([Cl:22])[CH:17]=4)[CH2:14][C:13](=[O:23])[NH:12][CH:11]3[C:24]3[CH:29]=[CH:28][CH:27]=[C:26]([C:36]#[CH:37])[CH:25]=3)[C:5]2=[CH:4][CH:3]=1, predict the reactants needed to synthesize it. The reactants are: [Cl:1][C:2]1[CH:7]=[C:6]2[NH:8][C:9](=[O:31])[C:10]3([CH:15]([C:16]4[CH:21]=[CH:20][CH:19]=[C:18]([Cl:22])[CH:17]=4)[CH2:14][C:13](=[O:23])[NH:12][CH:11]3[C:24]3[CH:29]=[CH:28][CH:27]=[C:26](I)[CH:25]=3)[C:5]2=[CH:4][CH:3]=1.C[Si]([C:36]#[CH:37])(C)C.C(N(CC)CC)C.